The task is: Predict the product of the given reaction.. This data is from Forward reaction prediction with 1.9M reactions from USPTO patents (1976-2016). Given the reactants [OH-].[Na+].[F:3][C:4]1[CH:5]=[C:6]([CH:28]=[C:29]([S:31]([CH3:34])(=[O:33])=[O:32])[CH:30]=1)[CH2:7][C:8]1[S:9][C:10]2[C:16]([C:17]3[CH:18]=[C:19]([CH:25]=[CH:26][CH:27]=3)[C:20](OCC)=[O:21])=[CH:15][CH:14]=[CH:13][C:11]=2[CH:12]=1.Cl.CC[N:38]=C=NCCCN(C)C.C1C=CC2N(O)N=NC=2C=1.N, predict the reaction product. The product is: [F:3][C:4]1[CH:5]=[C:6]([CH:28]=[C:29]([S:31]([CH3:34])(=[O:33])=[O:32])[CH:30]=1)[CH2:7][C:8]1[S:9][C:10]2[C:16]([C:17]3[CH:18]=[C:19]([CH:25]=[CH:26][CH:27]=3)[C:20]([NH2:38])=[O:21])=[CH:15][CH:14]=[CH:13][C:11]=2[CH:12]=1.